The task is: Predict the product of the given reaction.. This data is from Forward reaction prediction with 1.9M reactions from USPTO patents (1976-2016). Given the reactants N(OC(C)(C)C)=O.[Br:8][C:9]1[CH:15]=[C:14]([O:16][C:17]([F:20])([F:19])[F:18])[CH:13]=[CH:12][C:10]=1N.[ClH:21], predict the reaction product. The product is: [Br:8][C:9]1[CH:15]=[C:14]([O:16][C:17]([F:20])([F:19])[F:18])[CH:13]=[CH:12][C:10]=1[Cl:21].